Dataset: CYP2C9 inhibition data for predicting drug metabolism from PubChem BioAssay. Task: Regression/Classification. Given a drug SMILES string, predict its absorption, distribution, metabolism, or excretion properties. Task type varies by dataset: regression for continuous measurements (e.g., permeability, clearance, half-life) or binary classification for categorical outcomes (e.g., BBB penetration, CYP inhibition). Dataset: cyp2c9_veith. (1) The drug is c1ccc(CN2c3ccccc3-c3nc4ccccc4n3C2c2ccccn2)cc1. The result is 1 (inhibitor). (2) The compound is CC(C)NC(=O)N1CCC2(CC1)CCN(C(=O)c1cccn1C)CC2. The result is 0 (non-inhibitor). (3) The drug is Cc1cnc(CNc2ccnc(-c3ccc(C(=O)N(C)C)cc3)n2)cn1. The result is 0 (non-inhibitor).